From a dataset of Full USPTO retrosynthesis dataset with 1.9M reactions from patents (1976-2016). Predict the reactants needed to synthesize the given product. (1) Given the product [C:3]([C:7]1[C:12]([C:13]([OH:15])=[O:14])=[CH:11][N:10]=[C:9]([N:18]2[CH2:23][CH2:22][O:21][CH2:20][CH2:19]2)[N:8]=1)([CH3:6])([CH3:4])[CH3:5], predict the reactants needed to synthesize it. The reactants are: [OH-].[Na+].[C:3]([C:7]1[C:12]([C:13]([O:15]CC)=[O:14])=[CH:11][N:10]=[C:9]([N:18]2[CH2:23][CH2:22][O:21][CH2:20][CH2:19]2)[N:8]=1)([CH3:6])([CH3:5])[CH3:4]. (2) Given the product [NH2:16][C:5]1[C:4]([O:23][CH3:24])=[C:3]([C:1]#[N:2])[CH:8]=[C:7]([C:9]2[CH:14]=[CH:13][CH:12]=[CH:11][CH:10]=2)[C:6]=1[F:15], predict the reactants needed to synthesize it. The reactants are: [C:1]([C:3]1[C:4]([O:23][CH3:24])=[C:5]([NH:16]C(=O)C(F)(F)F)[C:6]([F:15])=[C:7]([C:9]2[CH:14]=[CH:13][CH:12]=[CH:11][CH:10]=2)[CH:8]=1)#[N:2].C(=O)([O-])[O-].[K+].[K+]. (3) Given the product [ClH:26].[ClH:26].[CH3:1][C@@H:2]1[CH2:6][CH2:5][CH2:4][C@H:3]1[O:7][C:8]1[CH:9]=[CH:10][C:11]2[CH2:12][NH:13][CH2:14][CH2:15][O:16][C:17]=2[N:18]=1, predict the reactants needed to synthesize it. The reactants are: [CH3:1][C@@H:2]1[CH2:6][CH2:5][CH2:4][C@H:3]1[O:7][C:8]1[CH:9]=[CH:10][C:11]2[CH2:12][N:13](C(OC(C)(C)C)=O)[CH2:14][CH2:15][O:16][C:17]=2[N:18]=1.[ClH:26].C(OCC)(=O)C. (4) Given the product [C:54]([O:53][C:51](=[O:52])[NH:50][C:46]1[CH:45]=[C:44]([C:19]2[S:18][C:17]([CH:14]3[CH2:15][CH2:16][NH:11][CH2:12][CH2:13]3)=[N:21][C:20]=2[C:22]2[CH:27]=[CH:26][CH:25]=[C:24]([N:28]([S:32]([C:35]3[CH:40]=[C:39]([F:41])[CH:38]=[CH:37][C:36]=3[F:42])(=[O:33])=[O:34])[CH2:29][O:30][CH3:31])[C:23]=2[F:43])[CH:49]=[CH:48][N:47]=1)([CH3:57])([CH3:55])[CH3:56], predict the reactants needed to synthesize it. The reactants are: C(OC([N:11]1[CH2:16][CH2:15][CH:14]([C:17]2[S:18][C:19]([C:44]3[CH:49]=[CH:48][N:47]=[C:46]([NH:50][C:51]([O:53][C:54]([CH3:57])([CH3:56])[CH3:55])=[O:52])[CH:45]=3)=[C:20]([C:22]3[CH:27]=[CH:26][CH:25]=[C:24]([N:28]([S:32]([C:35]4[CH:40]=[C:39]([F:41])[CH:38]=[CH:37][C:36]=4[F:42])(=[O:34])=[O:33])[CH2:29][O:30][CH3:31])[C:23]=3[F:43])[N:21]=2)[CH2:13][CH2:12]1)=O)C1C=CC=CC=1.C([O-])=O.[NH4+]. (5) Given the product [OH:32][CH2:31][C@H:30]([NH:29][C:23](=[O:24])[C:22]1[CH:26]=[CH:27][C:19]([CH:11]([C:12]2[CH:17]=[CH:16][CH:15]=[CH:14][C:13]=2[CH3:18])[CH2:10][C:9]([C:4]2[CH:5]=[CH:6][C:7](=[O:8])[N:2]([CH3:1])[CH:3]=2)=[O:28])=[CH:20][CH:21]=1)[CH3:33], predict the reactants needed to synthesize it. The reactants are: [CH3:1][N:2]1[C:7](=[O:8])[CH:6]=[CH:5][C:4]([C:9](=[O:28])[CH2:10][CH:11]([C:19]2[CH:27]=[CH:26][C:22]([C:23](O)=[O:24])=[CH:21][CH:20]=2)[C:12]2[CH:17]=[CH:16][CH:15]=[CH:14][C:13]=2[CH3:18])=[CH:3]1.[NH2:29][C@H:30]([CH3:33])[CH2:31][OH:32].F[P-](F)(F)(F)(F)F.N1(O[P+](N(C)C)(N(C)C)N(C)C)C2C=CC=CC=2N=N1.